This data is from Full USPTO retrosynthesis dataset with 1.9M reactions from patents (1976-2016). The task is: Predict the reactants needed to synthesize the given product. The reactants are: [NH:1]1[C:6]2[CH:7]=[C:8]3[C:13](=[CH:14][C:5]=2[C:4](=[O:15])OC1=O)[CH:12]=[CH:11][CH:10]=[CH:9]3.[NH2:17][C:18]1[CH:23]=[CH:22][C:21]([Cl:24])=[CH:20][N:19]=1. Given the product [NH2:1][C:6]1[C:5]([C:4]([NH:17][C:18]2[CH:23]=[CH:22][C:21]([Cl:24])=[CH:20][N:19]=2)=[O:15])=[CH:14][C:13]2[C:8]([CH:7]=1)=[CH:9][CH:10]=[CH:11][CH:12]=2, predict the reactants needed to synthesize it.